From a dataset of Full USPTO retrosynthesis dataset with 1.9M reactions from patents (1976-2016). Predict the reactants needed to synthesize the given product. Given the product [NH2:1][CH:4]([C:6]1[N:7]=[C:8]2[S:22][CH:21]=[C:20]([CH3:23])[N:9]2[C:10](=[O:19])[C:11]=1[C:12]1[CH:13]=[CH:14][C:15]([CH3:18])=[CH:16][CH:17]=1)[CH3:5], predict the reactants needed to synthesize it. The reactants are: [N:1]([CH:4]([C:6]1[N:7]=[C:8]2[S:22][CH:21]=[C:20]([CH3:23])[N:9]2[C:10](=[O:19])[C:11]=1[C:12]1[CH:17]=[CH:16][C:15]([CH3:18])=[CH:14][CH:13]=1)[CH3:5])=[N+]=[N-].CP(C)C.